This data is from Forward reaction prediction with 1.9M reactions from USPTO patents (1976-2016). The task is: Predict the product of the given reaction. (1) Given the reactants [N+:1]([C:4]1[CH:12]=[CH:11][CH:10]=[C:9]2[C:5]=1[CH2:6][N:7]([C:13](=[O:16])[CH:14]=[CH2:15])[CH2:8]2)([O-])=O.O.[Cl-].[NH4+], predict the reaction product. The product is: [NH2:1][C:4]1[CH:12]=[CH:11][CH:10]=[C:9]2[C:5]=1[CH2:6][N:7]([C:13](=[O:16])[CH:14]=[CH2:15])[CH2:8]2. (2) Given the reactants [Si](O[CH2:19][C:20]1([CH:24]=[O:25])[CH2:23][CH2:22][CH2:21]1)(C(C)(C)C)(C1C=CC=CC=1)C1C=CC=CC=1.OCC1(CO)CCC1.[CH3:34][N:35]([CH2:37][C:38]1[C:46]2[O:45][N:44]=[C:43]([CH2:47][CH2:48][CH:49]3[CH2:54][CH2:53][NH:52][CH2:51][CH2:50]3)[C:42]=2[CH:41]=[CH:40][C:39]=1[O:55][CH2:56][CH:57]1[CH2:59][CH2:58]1)[CH3:36], predict the reaction product. The product is: [CH:57]1([CH2:56][O:55][C:39]2[CH:40]=[CH:41][C:42]3[C:43]([CH2:47][CH2:48][CH:49]4[CH2:54][CH2:53][N:52]([CH2:19][C:20]5([CH2:24][OH:25])[CH2:21][CH2:22][CH2:23]5)[CH2:51][CH2:50]4)=[N:44][O:45][C:46]=3[C:38]=2[CH2:37][N:35]([CH3:36])[CH3:34])[CH2:59][CH2:58]1.